This data is from Catalyst prediction with 721,799 reactions and 888 catalyst types from USPTO. The task is: Predict which catalyst facilitates the given reaction. (1) Reactant: C(OC(=O)[NH:7][C:8]1[CH:13]=[C:12]([N:14]([CH3:16])[CH3:15])[C:11]([C:17]([F:20])([F:19])[F:18])=[CH:10][C:9]=1[NH:21][C:22](=[O:46])[CH2:23][C:24](=O)[C:25]1[CH:30]=[CH:29][CH:28]=[C:27]([C:31]2[CH:36]=[CH:35][N:34]=[C:33]([CH2:37][O:38]C3CCCCO3)[CH:32]=2)[CH:26]=1)(C)(C)C.C(O)(C(F)(F)F)=O. Product: [CH3:16][N:14]([CH3:15])[C:12]1[C:11]([C:17]([F:18])([F:19])[F:20])=[CH:10][C:9]2[NH:21][C:22](=[O:46])[CH2:23][C:24]([C:25]3[CH:30]=[CH:29][CH:28]=[C:27]([C:31]4[CH:36]=[CH:35][N:34]=[C:33]([CH2:37][OH:38])[CH:32]=4)[CH:26]=3)=[N:7][C:8]=2[CH:13]=1. The catalyst class is: 2. (2) Reactant: C(OCC)(=O)C.[ClH:7].[C:8]([C:10]1[C:11]([NH:41][C:42]([C:44]2[O:45][CH:46]=[CH:47][CH:48]=2)=[O:43])=[N:12][C:13]([C:33]2[CH:38]=[CH:37][C:36]([F:39])=[CH:35][C:34]=2[OH:40])=[CH:14][C:15]=1[C:16]1[CH:21]=[CH:20][CH:19]=[C:18]([NH:22][C:23](=[O:32])[CH2:24][C@@H:25]2[CH2:29][CH2:28][CH2:27][N:26]2[CH2:30][CH3:31])[CH:17]=1)#[N:9]. Product: [ClH:7].[C:8]([C:10]1[C:11]([NH:41][C:42]([C:44]2[O:45][CH:46]=[CH:47][CH:48]=2)=[O:43])=[N:12][C:13]([C:33]2[CH:38]=[CH:37][C:36]([F:39])=[CH:35][C:34]=2[OH:40])=[CH:14][C:15]=1[C:16]1[CH:21]=[CH:20][CH:19]=[C:18]([NH:22][C:23](=[O:32])[CH2:24][C@@H:25]2[CH2:29][CH2:28][CH2:27][N:26]2[CH2:30][CH3:31])[CH:17]=1)#[N:9]. The catalyst class is: 13. (3) Reactant: [S:1]1[CH:5]=[CH:4][CH:3]=[C:2]1[CH2:6][C:7]([OH:9])=[O:8].[OH-].[K+:11]. Product: [S:1]1[CH:5]=[CH:4][CH:3]=[C:2]1[CH2:6][C:7]([O-:9])=[O:8].[K+:11]. The catalyst class is: 5. (4) The catalyst class is: 2. Reactant: [F:1][C:2]1[CH:7]=[CH:6][CH:5]=[C:4]([F:8])[C:3]=1[N:9]1[C:14]2[N:15]=[C:16]([O:27][CH2:28][CH2:29][NH2:30])[N:17]=[C:18]([C:19]3[CH:24]=[CH:23][C:22]([F:25])=[CH:21][C:20]=3[CH3:26])[C:13]=2[CH:12]=[CH:11][C:10]1=[O:31].C(N(CC)CC)C.[CH3:39][S:40](Cl)(=[O:42])=[O:41]. Product: [F:1][C:2]1[CH:7]=[CH:6][CH:5]=[C:4]([F:8])[C:3]=1[N:9]1[C:14]2[N:15]=[C:16]([O:27][CH2:28][CH:29]([NH2:30])[S:40]([CH3:39])(=[O:42])=[O:41])[N:17]=[C:18]([C:19]3[CH:24]=[CH:23][C:22]([F:25])=[CH:21][C:20]=3[CH3:26])[C:13]=2[CH:12]=[CH:11][C:10]1=[O:31].